This data is from Catalyst prediction with 721,799 reactions and 888 catalyst types from USPTO. The task is: Predict which catalyst facilitates the given reaction. (1) Reactant: C([O:9][C@H:10]1[C@:14]([F:16])([CH3:15])[C@H:13]([N:17]2[CH:25]=[N:24][C:23]3[C:18]2=[N:19][C:20]([NH2:27])=[N:21][C:22]=3Cl)[O:12][C@@H:11]1[CH2:28][O:29]C(=O)C1C=CC=CC=1)(=O)C1C=CC=CC=1.Cl.[CH3:39][NH:40][CH:41]1[CH2:44][CH2:43][CH2:42]1.C(N(CC)CC)C.[NH4+].[OH-]. Product: [NH2:27][C:20]1[N:19]=[C:18]2[C:23]([N:24]=[CH:25][N:17]2[C@@H:13]2[O:12][C@H:11]([CH2:28][OH:29])[C@@H:10]([OH:9])[C@:14]2([F:16])[CH3:15])=[C:22]([N:40]([CH:41]2[CH2:44][CH2:43][CH2:42]2)[CH3:39])[N:21]=1. The catalyst class is: 5. (2) Reactant: [CH2:1]([CH:4]1[CH2:9][CH2:8][N:7]([C:10]([O:12][C:13]([CH3:16])([CH3:15])[CH3:14])=[O:11])[CH2:6][CH2:5]1)[CH:2]=[CH2:3].B1C2CCCC1CCC2.C[O-].[Na+].Br[C:30]1[CH:31]=[N:32][C:33]2[C:38]([CH:39]=1)=[CH:37][CH:36]=[CH:35][CH:34]=2.C(Cl)Cl. Product: [C:13]([O:12][C:10]([N:7]1[CH2:8][CH2:9][CH:4]([CH2:1][CH2:2][CH2:3][C:30]2[CH:31]=[N:32][C:33]3[C:38]([CH:39]=2)=[CH:37][CH:36]=[CH:35][CH:34]=3)[CH2:5][CH2:6]1)=[O:11])([CH3:16])([CH3:15])[CH3:14]. The catalyst class is: 1.